Dataset: Catalyst prediction with 721,799 reactions and 888 catalyst types from USPTO. Task: Predict which catalyst facilitates the given reaction. (1) Reactant: [S-2:1].[Na+].[Na+].[S].[OH-].[Na+].[Cl:7][C:8]1[CH:9]=[C:10](N)[C:11](=[CH:15][CH:16]=1)[C:12]([OH:14])=[O:13].Cl.N([O-])=O.[Na+].N([O-])=O. Product: [Cl:7][C:8]1[CH:9]=[C:10]([SH:1])[C:11](=[CH:15][CH:16]=1)[C:12]([OH:14])=[O:13]. The catalyst class is: 6. (2) Reactant: [NH2:1][C@H:2]([C:6]1[CH:11]=[CH:10][CH:9]=[CH:8][CH:7]=1)[C:3]([OH:5])=[O:4].[Li+].[OH-].Cl[C:15]([O:17][CH3:18])=[O:16].Cl. Product: [CH3:18][O:17][C:15]([NH:1][C@H:2]([C:6]1[CH:11]=[CH:10][CH:9]=[CH:8][CH:7]=1)[C:3]([OH:5])=[O:4])=[O:16]. The catalyst class is: 6.